Dataset: Forward reaction prediction with 1.9M reactions from USPTO patents (1976-2016). Task: Predict the product of the given reaction. (1) Given the reactants Br[C:2]1[CH:18]=[CH:17][C:5]([CH2:6][N:7]2[C:15](=[O:16])[C:14]3[C:9](=[N:10][CH:11]=[CH:12][CH:13]=3)[CH2:8]2)=[C:4]([F:19])[CH:3]=1.[CH3:20][N:21]1[CH:29]=[C:28]2[C:23]([CH:24]=[CH:25][C:26](B3OC(C)(C)C(C)(C)O3)=[CH:27]2)=[N:22]1.P([O-])([O-])([O-])=O.[K+].[K+].[K+].COC1C=CC=C(OC)C=1C1C=CC=CC=1P(C1CCCCC1)C1CCCCC1, predict the reaction product. The product is: [F:19][C:4]1[CH:3]=[C:2]([C:26]2[CH:25]=[CH:24][C:23]3[C:28](=[CH:29][N:21]([CH3:20])[N:22]=3)[CH:27]=2)[CH:18]=[CH:17][C:5]=1[CH2:6][N:7]1[C:15](=[O:16])[C:14]2[C:9](=[N:10][CH:11]=[CH:12][CH:13]=2)[CH2:8]1. (2) Given the reactants [CH:1]([C:3]1[S:7][C:6]([C:8]2[CH:16]=[CH:15][C:11]([C:12]([OH:14])=[O:13])=[CH:10][CH:9]=2)=[CH:5][CH:4]=1)=O.[S:17]1[CH:21]=[CH:20][CH:19]=[C:18]1[CH2:22][N:23]1[C:27](=[O:28])[CH2:26][S:25][C:24]1=[S:29], predict the reaction product. The product is: [O:28]=[C:27]1[C:26](=[CH:1][C:3]2[S:7][C:6]([C:8]3[CH:16]=[CH:15][C:11]([C:12]([OH:14])=[O:13])=[CH:10][CH:9]=3)=[CH:5][CH:4]=2)[S:25][C:24](=[S:29])[N:23]1[CH2:22][C:18]1[S:17][CH:21]=[CH:20][CH:19]=1. (3) Given the reactants CCO[CH:4]([O:13]CC)[C:5]1[CH:10]=[CH:9][C:8]([CH:11]=O)=[CH:7][CH:6]=1.[Cl:16][C:17]1[C:22]([Cl:23])=[CH:21][C:20]([NH2:24])=[C:19]([NH2:25])[CH:18]=1.C1(=O)C=CC(=O)C=C1, predict the reaction product. The product is: [Cl:16][C:17]1[C:22]([Cl:23])=[CH:21][C:20]2[N:24]=[C:11]([C:8]3[CH:7]=[CH:6][C:5]([CH:4]=[O:13])=[CH:10][CH:9]=3)[NH:25][C:19]=2[CH:18]=1. (4) Given the reactants [CH:1]1[C:14]2[C:5](=[N:6][CH:7]=[C:8]3[C:13]=2[CH:12]=[CH:11][CH:10]=[CH:9]3)[CH:4]=[CH:3][CH:2]=1.[F:15][C:16]([F:27])([F:26])[C:17]1[CH:18]=[C:19]([CH:23]=[CH:24][CH:25]=1)[C:20](Cl)=[O:21].[NH:28]1[C:36]2[C:31](=[CH:32][CH:33]=[CH:34][CH:35]=2)[CH:30]=[CH:29]1, predict the reaction product. The product is: [NH:28]1[C:36]2[C:31](=[CH:32][CH:33]=[CH:34][CH:35]=2)[C:30]([CH:7]2[C:8]3[C:13](=[CH:12][CH:11]=[CH:10][CH:9]=3)[C:14]3[CH:1]=[CH:2][CH:3]=[CH:4][C:5]=3[N:6]2[C:20]([C:19]2[CH:23]=[CH:24][CH:25]=[C:17]([C:16]([F:27])([F:26])[F:15])[CH:18]=2)=[O:21])=[CH:29]1. (5) Given the reactants CS([C:4]1[N:9]=[CH:8][C:7]2=[CH:10][CH:11]=[C:12]([C:13]3[CH:14]=[N:15][N:16]([CH3:18])[CH:17]=3)[N:6]2[N:5]=1)=O.COCC(O)C.C(OC([N:32]1[CH2:37][CH2:36][CH:35]([O:38][C:39]2[CH:44]=[CH:43][CH:42]=[C:41]([NH2:45])[CH:40]=2)[CH2:34][CH2:33]1)=O)(C)(C)C.C(N(CC)C(C)C)(C)C, predict the reaction product. The product is: [CH3:18][N:16]1[CH:17]=[C:13]([C:12]2[N:6]3[C:7]([CH:8]=[N:9][C:4]([N:32]4[CH2:33][CH2:34][CH:35]([O:38][C:39]5[CH:40]=[C:41]([NH2:45])[CH:42]=[CH:43][CH:44]=5)[CH2:36][CH2:37]4)=[N:5]3)=[CH:10][CH:11]=2)[CH:14]=[N:15]1. (6) Given the reactants [CH2:1]([O:8][C:9](=[O:29])[C@H:10]([CH2:19][C:20]1[C:28]2[C:23](=[CH:24][CH:25]=[CH:26][CH:27]=2)[NH:22][CH:21]=1)[NH:11][C:12]([O:14][C:15]([CH3:18])([CH3:17])[CH3:16])=[O:13])[C:2]1[CH:7]=[CH:6][CH:5]=[CH:4][CH:3]=1.I[CH2:31][CH2:32][CH2:33][CH2:34][CH3:35].C(=O)([O-])[O-].[Cs+].[Cs+], predict the reaction product. The product is: [CH2:1]([O:8][C:9](=[O:29])[C@@H:10]([NH:11][C:12]([O:14][C:15]([CH3:16])([CH3:18])[CH3:17])=[O:13])[CH2:19][C:20]1[C:28]2[C:23](=[CH:24][CH:25]=[CH:26][CH:27]=2)[N:22]([CH2:31][CH2:32][CH2:33][CH2:34][CH3:35])[CH:21]=1)[C:2]1[CH:7]=[CH:6][CH:5]=[CH:4][CH:3]=1.